Task: Regression. Given two drug SMILES strings and cell line genomic features, predict the synergy score measuring deviation from expected non-interaction effect.. Dataset: NCI-60 drug combinations with 297,098 pairs across 59 cell lines Drug 1: C1=NC2=C(N=C(N=C2N1C3C(C(C(O3)CO)O)F)Cl)N. Drug 2: C1CN(CCN1C(=O)CCBr)C(=O)CCBr. Cell line: SN12C. Synergy scores: CSS=15.6, Synergy_ZIP=-6.78, Synergy_Bliss=-0.405, Synergy_Loewe=-3.50, Synergy_HSA=-1.27.